This data is from Catalyst prediction with 721,799 reactions and 888 catalyst types from USPTO. The task is: Predict which catalyst facilitates the given reaction. (1) Reactant: [CH2:1]([N:3]([CH2:8][CH3:9])[CH2:4][CH2:5][C:6]#[N:7])[CH3:2].[NH2:10][OH:11]. Product: [CH2:1]([N:3]([CH2:8][CH3:9])[CH2:4][CH2:5][C:6](=[N:10][OH:11])[NH2:7])[CH3:2]. The catalyst class is: 14. (2) Reactant: [NH2:1][C:2]1[CH:20]=[CH:19][C:5]([C:6]([NH:8][C:9]2[C:18]3[C:13](=[CH:14][CH:15]=[CH:16][CH:17]=3)[CH:12]=[CH:11][N:10]=2)=[O:7])=[CH:4][C:3]=1[N+:21]([O-])=O. Product: [NH2:21][C:3]1[CH:4]=[C:5]([CH:19]=[CH:20][C:2]=1[NH2:1])[C:6]([NH:8][C:9]1[C:18]2[C:13](=[CH:14][CH:15]=[CH:16][CH:17]=2)[CH:12]=[CH:11][N:10]=1)=[O:7]. The catalyst class is: 663. (3) Reactant: [CH2:1]([O:8][C:9]1[CH:14]=[CH:13][NH:12][C:11](=[O:15])[CH:10]=1)[C:2]1[CH:7]=[CH:6][CH:5]=[CH:4][CH:3]=1.Br[C:17]1[CH:22]=[CH:21][C:20]2[C:23]3[CH2:24][N:25]([C:31]([O:33][C:34]([CH3:37])([CH3:36])[CH3:35])=[O:32])[CH2:26][CH2:27][CH2:28][C:29]=3[O:30][C:19]=2[CH:18]=1.C([O-])([O-])=O.[Cs+].[Cs+].CN[C@@H]1CCCC[C@H]1NC. Product: [CH2:1]([O:8][C:9]1[CH:14]=[CH:13][N:12]([C:17]2[CH:22]=[CH:21][C:20]3[C:23]4[CH2:24][N:25]([C:31]([O:33][C:34]([CH3:37])([CH3:36])[CH3:35])=[O:32])[CH2:26][CH2:27][CH2:28][C:29]=4[O:30][C:19]=3[CH:18]=2)[C:11](=[O:15])[CH:10]=1)[C:2]1[CH:3]=[CH:4][CH:5]=[CH:6][CH:7]=1. The catalyst class is: 432. (4) Reactant: [Cl:1][C:2]1[CH:3]=[C:4]([C@H:8]2[C@H:13]([C:14]3[CH:19]=[CH:18][CH:17]=[CH:16][CH:15]=3)[CH2:12][CH2:11][NH:10][CH2:9]2)[CH:5]=[CH:6][CH:7]=1.[C:20]([O:24][C:25](O[C:25]([O:24][C:20]([CH3:23])([CH3:22])[CH3:21])=[O:26])=[O:26])([CH3:23])([CH3:22])[CH3:21].C([O-])(O)=O.[Na+]. Product: [C:20]([O:24][C:25]([N:10]1[CH2:11][CH2:12][C@@H:13]([C:14]2[CH:19]=[CH:18][CH:17]=[CH:16][CH:15]=2)[C@H:8]([C:4]2[CH:5]=[CH:6][CH:7]=[C:2]([Cl:1])[CH:3]=2)[CH2:9]1)=[O:26])([CH3:23])([CH3:22])[CH3:21]. The catalyst class is: 527. (5) Reactant: [CH3:1][C:2]([O-])(C)[CH3:3].[K+].[O:7]=[C:8]([CH3:15])[CH2:9][C:10]([O:12][CH2:13][CH3:14])=[O:11].BrCCC. Product: [C:8]([CH:9]([CH2:1][CH2:2][CH3:3])[C:10]([O:12][CH2:13][CH3:14])=[O:11])(=[O:7])[CH3:15]. The catalyst class is: 1.